Dataset: Peptide-MHC class I binding affinity with 185,985 pairs from IEDB/IMGT. Task: Regression. Given a peptide amino acid sequence and an MHC pseudo amino acid sequence, predict their binding affinity value. This is MHC class I binding data. (1) The peptide sequence is SELYKYKVV. The MHC is H-2-Kk with pseudo-sequence H-2-Kk. The binding affinity (normalized) is 0.911. (2) The peptide sequence is ISKKAKGWF. The MHC is HLA-A02:01 with pseudo-sequence HLA-A02:01. The binding affinity (normalized) is 0.